This data is from Forward reaction prediction with 1.9M reactions from USPTO patents (1976-2016). The task is: Predict the product of the given reaction. Given the reactants C(N(C(C)C)CC)(C)C.CCCP1(OP(CCC)(=O)OP(CCC)(=O)O1)=O.[Cl:28][C:29]1[CH:34]=[CH:33][C:32]([C:35]2[N:36]=[C:37]3[CH:42]=[CH:41][C:40]([C:43]([O-])=[O:44])=[CH:39][N:38]3[C:46]=2[CH2:47][OH:48])=[CH:31][CH:30]=1.[Na+].[NH:50]1[CH2:55][CH2:54][O:53][CH2:52][CH2:51]1, predict the reaction product. The product is: [Cl:28][C:29]1[CH:30]=[CH:31][C:32]([C:35]2[N:36]=[C:37]3[CH:42]=[CH:41][C:40]([C:43]([N:50]4[CH2:55][CH2:54][O:53][CH2:52][CH2:51]4)=[O:44])=[CH:39][N:38]3[C:46]=2[CH2:47][OH:48])=[CH:33][CH:34]=1.